This data is from Reaction yield outcomes from USPTO patents with 853,638 reactions. The task is: Predict the reaction yield, written as a fraction of the theoretical maximum amount of product (1.0 means a 100% yield; for example, 0.34 means a 34% yield). (1) The reactants are [F:1][C:2]1[CH:7]=[C:6]([N+:8]([O-])=O)[CH:5]=[CH:4][C:3]=1[OH:11]. The catalyst is CO.[Pt]=O. The product is [F:1][C:2]1[CH:7]=[C:6]([NH2:8])[CH:5]=[CH:4][C:3]=1[OH:11]. The yield is 1.00. (2) The reactants are [CH2:1]([O:4][C:5]1[CH:9]=[C:8]([CH2:10][CH2:11][C:12]([O:14][CH2:15][CH3:16])=[O:13])[NH:7][N:6]=1)[CH2:2][CH3:3].CN(C)C=O.[H-].[Na+].[F:24][C:25]([F:35])([F:34])[C:26]1[CH:33]=[CH:32][C:29]([CH2:30]Br)=[CH:28][CH:27]=1. The catalyst is O. The product is [CH2:1]([O:4][C:5]1[CH:9]=[C:8]([CH2:10][CH2:11][C:12]([O:14][CH2:15][CH3:16])=[O:13])[N:7]([CH2:30][C:29]2[CH:28]=[CH:27][C:26]([C:25]([F:24])([F:34])[F:35])=[CH:33][CH:32]=2)[N:6]=1)[CH2:2][CH3:3]. The yield is 0.480. (3) The reactants are [CH3:1][C:2]1[C:6]([CH3:7])=[C:5]([NH:8][C:9](=[O:16])OCC(Cl)(Cl)Cl)[O:4][N:3]=1.[F:17][C:18]1[CH:23]=[C:22]([F:24])[CH:21]=[CH:20][C:19]=1[C:25]1[CH:30]=[C:29]([N:31]2[CH2:36][CH2:35][NH:34][CH2:33][CH2:32]2)[CH:28]=[CH:27][N:26]=1. The catalyst is C(OCC)(=O)C.CCCCCC. The product is [F:17][C:18]1[CH:23]=[C:22]([F:24])[CH:21]=[CH:20][C:19]=1[C:25]1[CH:30]=[C:29]([N:31]2[CH2:32][CH2:33][N:34]([C:9]([NH:8][C:5]3[O:4][N:3]=[C:2]([CH3:1])[C:6]=3[CH3:7])=[O:16])[CH2:35][CH2:36]2)[CH:28]=[CH:27][N:26]=1. The yield is 0.560.